From a dataset of Catalyst prediction with 721,799 reactions and 888 catalyst types from USPTO. Predict which catalyst facilitates the given reaction. (1) The catalyst class is: 4. Reactant: [C:1]1([CH2:7][CH2:8][CH2:9]O)[CH:6]=[CH:5][CH:4]=[CH:3][CH:2]=1.C(N(S(F)(F)[F:17])CC)C. Product: [F:17][CH2:9][CH2:8][CH2:7][C:1]1[CH:6]=[CH:5][CH:4]=[CH:3][CH:2]=1. (2) Reactant: O[Li].O.[CH3:4][C:5]1[N:10]=[N:9][CH:8]=[C:7]([C:11]2[S:15][C:14]([C:16]([O:18]C)=[O:17])=[CH:13][CH:12]=2)[CH:6]=1. Product: [CH3:4][C:5]1[N:10]=[N:9][CH:8]=[C:7]([C:11]2[S:15][C:14]([C:16]([OH:18])=[O:17])=[CH:13][CH:12]=2)[CH:6]=1. The catalyst class is: 20. (3) Reactant: Br[CH:2]([C:4]1[NH:13][C:12](=[O:14])[C:11]2[C:6](=[CH:7][CH:8]=[CH:9][CH:10]=2)[N:5]=1)[CH3:3].[CH:15]1([NH2:18])[CH2:17][CH2:16]1. Product: [CH:15]1([NH:18][CH:2]([C:4]2[NH:13][C:12](=[O:14])[C:11]3[C:6](=[CH:7][CH:8]=[CH:9][CH:10]=3)[N:5]=2)[CH3:3])[CH2:17][CH2:16]1. The catalyst class is: 35.